From a dataset of Forward reaction prediction with 1.9M reactions from USPTO patents (1976-2016). Predict the product of the given reaction. (1) Given the reactants [CH3:1][N:2]([CH3:20])[CH2:3][C:4]([N:6]1[C:14]2[C:9](=[CH:10][C:11]([O:18][CH3:19])=[C:12]([N+:15]([O-])=O)[CH:13]=2)[CH2:8][CH2:7]1)=[O:5].O.NN, predict the reaction product. The product is: [CH3:20][N:2]([CH2:3][C:4]([N:6]1[C:14]2[C:9](=[CH:10][C:11]([O:18][CH3:19])=[C:12]([NH2:15])[CH:13]=2)[CH2:8][CH2:7]1)=[O:5])[CH3:1]. (2) Given the reactants [Cl:1][C:2]1[CH:3]=[C:4]([C:10]2([C:27]([F:30])([F:29])[F:28])[O:14][N:13]=[C:12]([C:15]3[N:16]4[C:20]([C:21]([C:24](O)=[O:25])=[CH:22][CH:23]=3)=[CH:19][CH:18]=[CH:17]4)[CH2:11]2)[CH:5]=[C:6]([Cl:9])[C:7]=1[Cl:8].CN(C(ON1N=NC2C=CC=NC1=2)=[N+](C)C)C.F[P-](F)(F)(F)(F)F.CCN(C(C)C)C(C)C.Cl.[NH2:65][CH2:66][CH2:67][C:68]1[CH:69]=[CH:70][C:71]2[C:75]([CH3:77])([CH3:76])[O:74][B:73]([OH:78])[C:72]=2[CH:79]=1, predict the reaction product. The product is: [OH:78][B:73]1[C:72]2[CH:79]=[C:68]([CH2:67][CH2:66][NH:65][C:24]([C:21]3[C:20]4[N:16]([CH:17]=[CH:18][CH:19]=4)[C:15]([C:12]4[CH2:11][C:10]([C:4]5[CH:5]=[C:6]([Cl:9])[C:7]([Cl:8])=[C:2]([Cl:1])[CH:3]=5)([C:27]([F:30])([F:28])[F:29])[O:14][N:13]=4)=[CH:23][CH:22]=3)=[O:25])[CH:69]=[CH:70][C:71]=2[C:75]([CH3:77])([CH3:76])[O:74]1. (3) The product is: [CH3:1][O:2][C:3](=[O:21])[C:4]1[C:9]([C:27]#[C:26][Si:22]([CH3:25])([CH3:24])[CH3:23])=[CH:8][C:7]([F:11])=[C:6]([F:12])[C:5]=1[NH:13][C:14]1[CH:19]=[CH:18][CH:17]=[CH:16][C:15]=1[Cl:20]. Given the reactants [CH3:1][O:2][C:3](=[O:21])[C:4]1[C:9](Br)=[CH:8][C:7]([F:11])=[C:6]([F:12])[C:5]=1[NH:13][C:14]1[CH:19]=[CH:18][CH:17]=[CH:16][C:15]=1[Cl:20].[Si:22]([C:26]#[CH:27])([CH3:25])([CH3:24])[CH3:23].N(C(C)C)C(C)C, predict the reaction product.